This data is from Peptide-MHC class I binding affinity with 185,985 pairs from IEDB/IMGT. The task is: Regression. Given a peptide amino acid sequence and an MHC pseudo amino acid sequence, predict their binding affinity value. This is MHC class I binding data. (1) The peptide sequence is KLMALELFK. The MHC is HLA-B18:01 with pseudo-sequence HLA-B18:01. The binding affinity (normalized) is 0.0847. (2) The peptide sequence is YTNEIIGYK. The MHC is HLA-A11:01 with pseudo-sequence HLA-A11:01. The binding affinity (normalized) is 0.913. (3) The peptide sequence is MTHPQSEAA. The MHC is HLA-A68:02 with pseudo-sequence HLA-A68:02. The binding affinity (normalized) is 1.00. (4) The peptide sequence is QYSQPQQPI. The MHC is HLA-A29:02 with pseudo-sequence HLA-A29:02. The binding affinity (normalized) is 0.445.